This data is from Catalyst prediction with 721,799 reactions and 888 catalyst types from USPTO. The task is: Predict which catalyst facilitates the given reaction. (1) Product: [CH3:1][O:2][CH2:3][CH2:4][O:5][CH2:6][CH2:7][O:8][CH2:9][CH2:10][O:19][C:20](=[O:21])[O:22][N:23]1[C:24](=[O:25])[CH2:26][CH2:27][C:28]1=[O:29]. The catalyst class is: 10. Reactant: [CH3:1][O:2][CH2:3][CH2:4][O:5][CH2:6][CH2:7][O:8][CH2:9][CH2:10]O.C1C(=O)N([O:19][C:20]([O:22][N:23]2[C:28](=[O:29])[CH2:27][CH2:26][C:24]2=[O:25])=[O:21])C(=O)C1.C(N(CC)CC)C.C(OCC)(=O)C. (2) Reactant: [N+:1]([C:4]1[C:5]([C:9]([OH:11])=O)=[N:6][NH:7][CH:8]=1)([O-:3])=[O:2].S(Cl)(Cl)=O.[CH2:16]([N:18](CC)[CH2:19]C)C.CNC. Product: [CH3:16][N:18]([CH3:19])[C:9]([C:5]1[C:4]([N+:1]([O-:3])=[O:2])=[CH:8][NH:7][N:6]=1)=[O:11]. The catalyst class is: 139. (3) Reactant: [NH2:1][C:2]1[N:7]=[C:6]([C:8]2[O:9][CH:10]=[CH:11][CH:12]=2)[C:5]([C:13]#[N:14])=[C:4](SC)[N:3]=1.[Cl:17][C:18]1[CH:23]=[CH:22][CH:21]=[C:20]([C:24]([O:26]O)=[O:25])[CH:19]=1.[NH2:28][CH2:29][CH2:30][C:31]1[CH:36]=[CH:35][C:34](O)=[CH:33][CH:32]=1.C1CCN2C(=NCCC2)CC1. Product: [NH2:1][C:2]1[N:3]=[C:4]([NH:28][CH2:29][CH2:30][C:31]2[CH:36]=[CH:35][C:34]([O:26][C:24](=[O:25])[C:20]3[CH:21]=[CH:22][CH:23]=[C:18]([Cl:17])[CH:19]=3)=[CH:33][CH:32]=2)[C:5]([C:13]#[N:14])=[C:6]([C:8]2[O:9][CH:10]=[CH:11][CH:12]=2)[N:7]=1. The catalyst class is: 4.